Dataset: Full USPTO retrosynthesis dataset with 1.9M reactions from patents (1976-2016). Task: Predict the reactants needed to synthesize the given product. (1) The reactants are: Cl[C:2]([O:4][CH2:5][CH3:6])=[O:3].[NH:7]1[C:11]2[CH:12]=[CH:13][CH:14]=[CH:15][C:10]=2[N:9]=[N:8]1.C(N(CC)CC)C. Given the product [CH2:5]([O:4][C:2]([N:7]1[C:11]2[CH:12]=[CH:13][CH:14]=[CH:15][C:10]=2[N:9]=[N:8]1)=[O:3])[CH3:6], predict the reactants needed to synthesize it. (2) Given the product [Si:15]([O:14][CH2:13][C:11]1[CH:12]=[C:7]([C:6]2[S:36][C:1]([CH3:2])=[N:4][N:5]=2)[C:8]([F:33])=[N:9][C:10]=1[F:32])([C:28]([CH3:31])([CH3:30])[CH3:29])([C:22]1[CH:27]=[CH:26][CH:25]=[CH:24][CH:23]=1)[C:16]1[CH:21]=[CH:20][CH:19]=[CH:18][CH:17]=1, predict the reactants needed to synthesize it. The reactants are: [C:1]([NH:4][NH:5][C:6](=O)[C:7]1[CH:12]=[C:11]([CH2:13][O:14][Si:15]([C:28]([CH3:31])([CH3:30])[CH3:29])([C:22]2[CH:27]=[CH:26][CH:25]=[CH:24][CH:23]=2)[C:16]2[CH:21]=[CH:20][CH:19]=[CH:18][CH:17]=2)[C:10]([F:32])=[N:9][C:8]=1[F:33])(=O)[CH3:2].P12(SP3(SP(SP(S3)(S1)=S)(=S)S2)=S)=[S:36].C[Si](C)(C)O[Si](C)(C)C.C([O-])([O-])=O.[K+].[K+].